Predict the reaction yield, written as a fraction of the theoretical maximum amount of product (1.0 means a 100% yield; for example, 0.34 means a 34% yield). From a dataset of Reaction yield outcomes from USPTO patents with 853,638 reactions. (1) The reactants are Br[C:2]1[CH:10]=[CH:9][C:5]([C:6]([OH:8])=[O:7])=[CH:4][C:3]=1[O:11][CH3:12].[C:13]([O-:16])(O)=O.[Na+].[CH3:18]S(C)=O. The catalyst is C(Cl)Cl. The product is [CH3:18][O:8][C:6](=[O:7])[C:5]1[CH:9]=[CH:10][C:2]([CH:13]=[O:16])=[C:3]([O:11][CH3:12])[CH:4]=1. The yield is 0.790. (2) The reactants are [Br:1][C:2]1[CH:3]=[C:4]([N:8]2[C:16]3[C:11](=[CH:12][C:13]([C:17](O)=[O:18])=[CH:14][CH:15]=3)[C:10]([C:20]([O:22][CH3:23])=[O:21])=[N:9]2)[CH:5]=[CH:6][CH:7]=1.Cl.[CH3:25][NH2:26]. No catalyst specified. The product is [Br:1][C:2]1[CH:3]=[C:4]([N:8]2[C:16]3[C:11](=[CH:12][C:13]([C:17](=[O:18])[NH:26][CH3:25])=[CH:14][CH:15]=3)[C:10]([C:20]([O:22][CH3:23])=[O:21])=[N:9]2)[CH:5]=[CH:6][CH:7]=1. The yield is 0.750. (3) The reactants are [H-].[Na+].[Cl:3][C:4]1[C:13]2[C:8](=[CH:9][CH:10]=[CH:11][CH:12]=2)[C:7]([OH:14])=[CH:6][N:5]=1.[CH2:15](Br)[CH:16]=[CH2:17]. The catalyst is CN(C=O)C.C(OCC)(=O)C. The product is [CH2:17]([O:14][C:7]1[C:8]2[C:13](=[CH:12][CH:11]=[CH:10][CH:9]=2)[C:4]([Cl:3])=[N:5][CH:6]=1)[CH:16]=[CH2:15]. The yield is 0.830. (4) The reactants are [CH3:1][Mg+].[Br-].[F:4][C:5]1[C:13]([CH:14]=[N:15][S@:16]([C:18]([CH3:21])([CH3:20])[CH3:19])=[O:17])=[CH:12][CH:11]=[C:10]2[C:6]=1[CH:7]=[C:8]([CH3:22])[NH:9]2. The catalyst is C1COCC1. The product is [F:4][C:5]1[C:13]([C@H:14]([NH:15][S@:16]([C:18]([CH3:19])([CH3:21])[CH3:20])=[O:17])[CH3:1])=[CH:12][CH:11]=[C:10]2[C:6]=1[CH:7]=[C:8]([CH3:22])[NH:9]2. The yield is 0.460.